This data is from Reaction yield outcomes from USPTO patents with 853,638 reactions. The task is: Predict the reaction yield, written as a fraction of the theoretical maximum amount of product (1.0 means a 100% yield; for example, 0.34 means a 34% yield). (1) The reactants are [Cl:1][C:2]1[CH:11]=[CH:10][C:5]([C:6](=O)[CH2:7]Br)=[CH:4][CH:3]=1.[C:12]([NH2:17])(=[O:16])[CH2:13][CH2:14][CH3:15]. The catalyst is O. The product is [Cl:1][C:2]1[CH:11]=[CH:10][C:5]([C:6]2[N:17]=[C:12]([CH2:13][CH2:14][CH3:15])[O:16][CH:7]=2)=[CH:4][CH:3]=1. The yield is 0.740. (2) The reactants are [Cl-].O[NH3+:3].[C:4](=[O:7])([O-])[OH:5].[Na+].CS(C)=O.[OH:13][C:14]([C:17]1[CH:22]=[CH:21][C:20]([N:23]2[C:28](=[O:29])[C:27]([CH2:30][C:31]3[CH:36]=[CH:35][C:34]([C:37]4[C:38]([C:43]#[N:44])=[CH:39][CH:40]=[CH:41][CH:42]=4)=[CH:33][CH:32]=3)=[C:26]([CH2:45][CH2:46][CH3:47])[N:25]=[C:24]2[CH3:48])=[CH:19][CH:18]=1)([CH3:16])[CH3:15]. The catalyst is C(OCC)(=O)C. The product is [OH:13][C:14]([C:17]1[CH:22]=[CH:21][C:20]([N:23]2[C:28](=[O:29])[C:27]([CH2:30][C:31]3[CH:36]=[CH:35][C:34]([C:37]4[CH:42]=[CH:41][CH:40]=[CH:39][C:38]=4[C:43]4[NH:3][C:4](=[O:7])[O:5][N:44]=4)=[CH:33][CH:32]=3)=[C:26]([CH2:45][CH2:46][CH3:47])[N:25]=[C:24]2[CH3:48])=[CH:19][CH:18]=1)([CH3:15])[CH3:16]. The yield is 0.540.